This data is from Full USPTO retrosynthesis dataset with 1.9M reactions from patents (1976-2016). The task is: Predict the reactants needed to synthesize the given product. (1) Given the product [Cl:9][C:6]1[N:5]=[C:4]([CH3:10])[N:3]=[C:2]([NH:15][CH2:14][CH2:13][O:12][CH3:11])[C:7]=1[NH2:8], predict the reactants needed to synthesize it. The reactants are: Cl[C:2]1[C:7]([NH2:8])=[C:6]([Cl:9])[N:5]=[C:4]([CH3:10])[N:3]=1.[CH3:11][O:12][CH2:13][CH2:14][NH2:15].C(N(C(C)C)CC)(C)C. (2) The reactants are: [CH3:1][C:2]1[CH:3]=[C:4]([CH:16]=[CH:17][C:18]=1[N+:19]([O-:21])=[O:20])[CH2:5][N:6]1[C:10](O)=[CH:9][C:8]([C:12]([F:15])([F:14])[F:13])=[N:7]1.COC1C=CC(P2(=S)SP(=S)(C3C=CC(OC)=CC=3)[S:31]2)=CC=1. Given the product [CH3:1][C:2]1[CH:3]=[C:4]([CH:16]=[CH:17][C:18]=1[N+:19]([O-:21])=[O:20])[CH2:5][N:6]1[C:10]([SH:31])=[CH:9][C:8]([C:12]([F:15])([F:14])[F:13])=[N:7]1, predict the reactants needed to synthesize it. (3) Given the product [O:4]1[C:8]2=[C:9]([N:13]3[CH2:18][CH2:17][N:16]([CH2:19][CH2:20][C@H:21]4[CH2:26][CH2:25][C@H:24]([NH:27][C:28](=[O:31])[CH2:29][CH3:30])[CH2:23][CH2:22]4)[CH2:15][CH2:14]3)[N:10]=[CH:11][CH:12]=[C:7]2[CH:6]=[CH:5]1, predict the reactants needed to synthesize it. The reactants are: Cl.Cl.Cl.[O:4]1[C:8]2=[C:9]([N:13]3[CH2:18][CH2:17][N:16]([CH2:19][CH2:20][CH:21]4[CH2:26][CH2:25][CH:24]([NH2:27])[CH2:23][CH2:22]4)[CH2:15][CH2:14]3)[N:10]=[CH:11][CH:12]=[C:7]2[CH:6]=[CH:5]1.[C:28](O)(=[O:31])[CH2:29][CH3:30]. (4) Given the product [CH:28]([C:20]1[C:19]([C:17]2[CH:16]=[CH:15][N:8]=[C:6]([NH:5][CH2:4][CH2:3][CH2:2][OH:1])[N:7]=2)=[C:23]2[CH:24]=[CH:25][CH:26]=[CH:27][N:22]2[N:21]=1)([CH3:30])[CH3:29], predict the reactants needed to synthesize it. The reactants are: [OH:1][CH2:2][CH2:3][CH2:4][NH:5][C:6]([NH2:8])=[NH:7].C(NC1N=[C:17]([C:19]2[C:20]([CH:28]([CH3:30])[CH3:29])=[N:21][N:22]3[CH:27]=[CH:26][CH:25]=[CH:24][C:23]=23)[CH:16]=[CH:15]N=1)(C)C. (5) The reactants are: [H-].[Na+].CS(C)=O.[I-].[CH3:8][S+](C)(C)=O.[CH2:13]([O:15][C:16](=[O:31])[CH:17]=[C:18]1[CH2:23][CH2:22][N:21]([C:24]([O:26][C:27]([CH3:30])([CH3:29])[CH3:28])=[O:25])[CH2:20][CH2:19]1)[CH3:14]. Given the product [CH:17]1([C:16]([O:15][CH2:13][CH3:14])=[O:31])[C:18]2([CH2:23][CH2:22][N:21]([C:24]([O:26][C:27]([CH3:30])([CH3:29])[CH3:28])=[O:25])[CH2:20][CH2:19]2)[CH2:8]1, predict the reactants needed to synthesize it.